This data is from Full USPTO retrosynthesis dataset with 1.9M reactions from patents (1976-2016). The task is: Predict the reactants needed to synthesize the given product. (1) Given the product [CH:10]1([C:16]2[N:15]([CH2:33][CH:34]=[C:35]([CH3:36])[CH3:37])[C:14]3[CH:38]=[C:10]([NH:9][C:1](=[O:8])[C:2]4[CH:3]=[CH:4][CH:5]=[CH:6][CH:7]=4)[CH:11]=[CH:12][C:13]=3[N:17]=2)[C:38]2=[CH:14][NH:15][CH2:40][CH:41]2[CH2:1][NH:9]1, predict the reactants needed to synthesize it. The reactants are: [C:1]([NH:9][C:10]1[CH:11]=[CH:12][C:13]2[N:17]=[C:16](N3CC4CN(C(OC(C)(C)C)=O)CC4C3)[N:15]([CH2:33][CH:34]=[C:35]([CH3:37])[CH3:36])[C:14]=2[CH:38]=1)(=[O:8])[C:2]1[CH:7]=[CH:6][CH:5]=[CH:4][CH:3]=1.F[C:40](F)(F)[C:41](O)=O. (2) The reactants are: [C:1]1([O:9][CH3:10])[C:2](=[CH:5][CH:6]=[CH:7][CH:8]=1)[O:3][CH3:4].C([Li])CCC.[Cl:16][C:17]1[CH:18]=[CH:19][C:20]2[N:25]=C(C)[O:23][C:22](=O)[C:21]=2[CH:28]=1. Given the product [NH2:25][C:20]1[CH:19]=[CH:18][C:17]([Cl:16])=[CH:28][C:21]=1[C:22]([C:8]1[CH:7]=[CH:6][CH:5]=[C:2]([O:3][CH3:4])[C:1]=1[O:9][CH3:10])=[O:23], predict the reactants needed to synthesize it. (3) Given the product [Br:1][C:2]1[CH:3]=[CH:4][C:5]([C@:8]([CH:13]2[CH2:14][CH2:15]2)([CH3:12])[C:9](=[N:10][OH:11])[NH2:25])=[CH:6][CH:7]=1, predict the reactants needed to synthesize it. The reactants are: [Br:1][C:2]1[CH:7]=[CH:6][C:5]([C@:8]([CH:13]2[CH2:15][CH2:14]2)([CH3:12])[CH:9]=[N:10][OH:11])=[CH:4][CH:3]=1.Cl.COC1CCCC1.Cl[N:25]1C(=O)CCC1=O.[OH-].[NH4+]. (4) Given the product [CH3:27][O:26][C:19]1[CH:20]=[C:21]([O:24][CH3:25])[CH:22]=[CH:23][C:18]=1[NH:17][C:15](=[O:16])[N:14]([CH2:13][CH2:12][C:9]1[CH:10]=[CH:11][C:6]([CH2:5][CH:4]([O:35][CH2:36][CH3:37])[C:3]([OH:38])=[O:2])=[CH:7][CH:8]=1)[CH2:28][CH2:29][CH2:30][CH2:31][CH2:32][CH2:33][CH3:34], predict the reactants needed to synthesize it. The reactants are: C[O:2][C:3](=[O:38])[CH:4]([O:35][CH2:36][CH3:37])[CH2:5][C:6]1[CH:11]=[CH:10][C:9]([CH2:12][CH2:13][N:14]([CH2:28][CH2:29][CH2:30][CH2:31][CH2:32][CH2:33][CH3:34])[C:15]([NH:17][C:18]2[CH:23]=[CH:22][C:21]([O:24][CH3:25])=[CH:20][C:19]=2[O:26][CH3:27])=[O:16])=[CH:8][CH:7]=1.[Li+].[OH-]. (5) Given the product [CH3:1][C:2]1[CH:6]=[C:5]([CH3:7])[N:4]([CH:15]([CH3:21])[C:16]([O:18][CH2:19][CH3:20])=[O:17])[N:3]=1, predict the reactants needed to synthesize it. The reactants are: [CH3:1][C:2]1[CH:6]=[C:5]([CH3:7])[NH:4][N:3]=1.C([O-])([O-])=O.[K+].[K+].Br[CH:15]([CH3:21])[C:16]([O:18][CH2:19][CH3:20])=[O:17].II. (6) Given the product [Cl:26][C:11]1[CH:10]=[C:9]([CH2:8][N:4]2[C:5]([CH3:7])=[CH:6][C:2]([NH:1][C:35](=[O:39])[CH:36]([CH3:38])[CH3:37])=[N:3]2)[C:17]2[O:16][C:15]([C:18]3[CH:25]=[CH:24][C:21]([C:22]#[N:23])=[CH:20][CH:19]=3)=[CH:14][C:13]=2[CH:12]=1, predict the reactants needed to synthesize it. The reactants are: [NH2:1][C:2]1[CH:6]=[C:5]([CH3:7])[N:4]([CH2:8][C:9]2[C:17]3[O:16][C:15]([C:18]4[CH:25]=[CH:24][C:21]([C:22]#[N:23])=[CH:20][CH:19]=4)=[CH:14][C:13]=3[CH:12]=[C:11]([Cl:26])[CH:10]=2)[N:3]=1.C(N1CCOCC1)C.[C:35](O)(=[O:39])[CH:36]([CH3:38])[CH3:37].O.ON1C2C=CC=CC=2N=N1.CN(C)CCCN=C=NCC.